From a dataset of Experimentally validated miRNA-target interactions with 360,000+ pairs, plus equal number of negative samples. Binary Classification. Given a miRNA mature sequence and a target amino acid sequence, predict their likelihood of interaction. The miRNA is hsa-miR-187-5p with sequence GGCUACAACACAGGACCCGGGC. The protein sequence of the target gene is MGVEGCTKCIKYLLFVFNFVFWLAGGVILGVALWLRHDPQTTNLLYLELGDKPAPNTFYVGIYILIAVGAVMMFVGFLGCYGAIQESQCLLGTFFTCLVILFACEVAAGIWGFVNKDQIAKDVKQFYDQALQQAVVDDDANNAKAVVKTFHETLDCCGSSTLTALTTSVLKNNLCPSGSNIISNLFKEDCHQKIDDLFSGKLYLIGIAAIVVAVIMIFEMILSMVLCCGIRNSSVY. Result: 0 (no interaction).